This data is from Full USPTO retrosynthesis dataset with 1.9M reactions from patents (1976-2016). The task is: Predict the reactants needed to synthesize the given product. (1) The reactants are: [CH2:1]([O:4][CH2:5][C@H:6]([NH:11][C:12]([O:14][C:15]([CH3:18])([CH3:17])[CH3:16])=[O:13])[C:7]([O:9]C)=[O:8])[CH:2]=[CH2:3].BrCC=C. Given the product [CH2:1]([O:4][CH2:5][C@H:6]([NH:11][C:12]([O:14][C:15]([CH3:18])([CH3:17])[CH3:16])=[O:13])[C:7]([OH:9])=[O:8])[CH:2]=[CH2:3], predict the reactants needed to synthesize it. (2) Given the product [CH2:34]([O:38][CH2:39][CH2:40][O:41][CH2:42][CH2:43][O:44][CH2:45][CH2:46][S:47]([NH:1][C:2]1[CH:3]=[C:4]([C@H:8]([N:15]([CH3:27])[C:16](=[O:26])[CH2:17][C:18]2[CH:23]=[CH:22][C:21]([Cl:24])=[C:20]([Cl:25])[CH:19]=2)[CH2:9][N:10]2[CH2:11][CH2:12][CH2:13][CH2:14]2)[CH:5]=[CH:6][CH:7]=1)(=[O:49])=[O:48])[CH2:35][CH2:36][CH3:37], predict the reactants needed to synthesize it. The reactants are: [NH2:1][C:2]1[CH:3]=[C:4]([C@H:8]([N:15]([CH3:27])[C:16](=[O:26])[CH2:17][C:18]2[CH:23]=[CH:22][C:21]([Cl:24])=[C:20]([Cl:25])[CH:19]=2)[CH2:9][N:10]2[CH2:14][CH2:13][CH2:12][CH2:11]2)[CH:5]=[CH:6][CH:7]=1.N1C=CC=CC=1.[CH2:34]([O:38][CH2:39][CH2:40][O:41][CH2:42][CH2:43][O:44][CH2:45][CH2:46][S:47](Cl)(=[O:49])=[O:48])[CH2:35][CH2:36][CH3:37]. (3) Given the product [Br:23][CH:13]([C:12]([C:5]1[C:6]2[C:11](=[CH:10][CH:9]=[CH:8][CH:7]=2)[C:2]([F:1])=[CH:3][CH:4]=1)=[O:22])[CH2:14][CH2:15][CH2:16][C:17]([O:19][CH2:20][CH3:21])=[O:18], predict the reactants needed to synthesize it. The reactants are: [F:1][C:2]1[C:11]2[C:6](=[CH:7][CH:8]=[CH:9][CH:10]=2)[C:5]([C:12](=[O:22])[CH2:13][CH2:14][CH2:15][CH2:16][C:17]([O:19][CH2:20][CH3:21])=[O:18])=[CH:4][CH:3]=1.[Br:23]Br.S([O-])([O-])=O.[Na+].[Na+]. (4) Given the product [F:23][C:24]([F:35])([F:34])[C:11](=[O:13])[CH2:10][C:9]([C:3]1[CH:4]=[CH:5][C:6]([F:8])=[CH:7][C:2]=1[Br:1])([CH3:15])[CH3:14], predict the reactants needed to synthesize it. The reactants are: [Br:1][C:2]1[CH:7]=[C:6]([F:8])[CH:5]=[CH:4][C:3]=1[C:9]([CH3:15])([CH3:14])[CH2:10][C:11]([OH:13])=O.C1(C)C=CC=CC=1.[F:23][C:24]([F:35])([F:34])C(OC(=O)[C:24]([F:35])([F:34])[F:23])=O.